From a dataset of Full USPTO retrosynthesis dataset with 1.9M reactions from patents (1976-2016). Predict the reactants needed to synthesize the given product. (1) Given the product [ClH:48].[CH3:36][N:33]1[CH2:32][CH2:31][N:30]([C:28]2[CH:27]=[CH:26][C:25]([O:37][C:38]([F:41])([F:39])[F:40])=[C:24]([NH:23][C:19]3[N:18]=[C:17]([C:15]4[N:14]([CH2:42][C:43]([F:45])([F:46])[F:44])[C:11]5[CH2:12][CH2:13][NH:8][C:9](=[O:47])[C:10]=5[CH:16]=4)[CH:22]=[CH:21][N:20]=3)[CH:29]=2)[CH2:35][CH2:34]1, predict the reactants needed to synthesize it. The reactants are: C(OC([N:8]1[CH2:13][CH2:12][C:11]2[N:14]([CH2:42][C:43]([F:46])([F:45])[F:44])[C:15]([C:17]3[CH:22]=[CH:21][N:20]=[C:19]([NH:23][C:24]4[CH:29]=[C:28]([N:30]5[CH2:35][CH2:34][N:33]([CH3:36])[CH2:32][CH2:31]5)[CH:27]=[CH:26][C:25]=4[O:37][C:38]([F:41])([F:40])[F:39])[N:18]=3)=[CH:16][C:10]=2[C:9]1=[O:47])=O)(C)(C)C.[ClH:48]. (2) Given the product [Br:23][C:12]1[CH:13]=[C:14]([C:15]([F:16])([F:17])[F:18])[C:6]([CH3:5])=[C:7]([CH:11]=1)[C:8]([OH:10])=[O:9], predict the reactants needed to synthesize it. The reactants are: C(O)(=O)C.[CH3:5][C:6]1[C:14]([C:15]([F:18])([F:17])[F:16])=[CH:13][CH:12]=[CH:11][C:7]=1[C:8]([OH:10])=[O:9].[N+]([O-])(O)=O.[Br:23]Br. (3) Given the product [C:1]([O:5][C:6](=[O:26])[N:7]([C:18]1[CH:23]=[CH:22][C:21]([CH:34]=[O:35])=[C:20]([F:25])[N:19]=1)[CH2:8][C:9]1[CH:10]=[N:11][C:12]([O:16][CH3:17])=[C:13]([F:15])[CH:14]=1)([CH3:4])([CH3:3])[CH3:2], predict the reactants needed to synthesize it. The reactants are: [C:1]([O:5][C:6](=[O:26])[N:7]([C:18]1[CH:23]=[CH:22][C:21](Br)=[C:20]([F:25])[N:19]=1)[CH2:8][C:9]1[CH:10]=[N:11][C:12]([O:16][CH3:17])=[C:13]([F:15])[CH:14]=1)([CH3:4])([CH3:3])[CH3:2].C([Mg]Cl)(C)C.CN(C)[CH:34]=[O:35].[Cl-].[NH4+]. (4) Given the product [F:21][C:22]([F:35])([F:34])[S:23]([O:18][C:15]1[CH:16]=[CH:17][C:12]([C:9]([CH3:11])([CH3:10])[C:8]([F:19])([F:20])[F:7])=[CH:13][CH:14]=1)(=[O:25])=[O:24], predict the reactants needed to synthesize it. The reactants are: N1C=CC=CC=1.[F:7][C:8]([F:20])([F:19])[C:9]([C:12]1[CH:17]=[CH:16][C:15]([OH:18])=[CH:14][CH:13]=1)([CH3:11])[CH3:10].[F:21][C:22]([F:35])([F:34])[S:23](O[S:23]([C:22]([F:35])([F:34])[F:21])(=[O:25])=[O:24])(=[O:25])=[O:24]. (5) Given the product [O:1]([C:8]1[CH:9]=[C:10]([CH:13]=[CH:14][CH:15]=1)[CH2:11][N:16]1[CH2:21][CH2:20][NH:19][CH2:18][CH2:17]1)[C:2]1[CH:7]=[CH:6][CH:5]=[CH:4][CH:3]=1, predict the reactants needed to synthesize it. The reactants are: [O:1]([C:8]1[CH:9]=[C:10]([CH:13]=[CH:14][CH:15]=1)[CH2:11]Cl)[C:2]1[CH:7]=[CH:6][CH:5]=[CH:4][CH:3]=1.[NH:16]1[CH2:21][CH2:20][NH:19][CH2:18][CH2:17]1.